From a dataset of NCI-60 drug combinations with 297,098 pairs across 59 cell lines. Regression. Given two drug SMILES strings and cell line genomic features, predict the synergy score measuring deviation from expected non-interaction effect. Drug 1: CN(C)C1=NC(=NC(=N1)N(C)C)N(C)C. Drug 2: CC1=C(C=C(C=C1)C(=O)NC2=CC(=CC(=C2)C(F)(F)F)N3C=C(N=C3)C)NC4=NC=CC(=N4)C5=CN=CC=C5. Cell line: MDA-MB-231. Synergy scores: CSS=-1.11, Synergy_ZIP=-0.364, Synergy_Bliss=-1.78, Synergy_Loewe=-13.0, Synergy_HSA=-5.29.